The task is: Predict the product of the given reaction.. This data is from Forward reaction prediction with 1.9M reactions from USPTO patents (1976-2016). (1) Given the reactants Cl.Cl.[O:3]1[C:7]2[CH:8]=[CH:9][CH:10]=[C:11]([CH:12]3[CH2:17][CH2:16][N:15]([CH2:18][CH2:19][C@H:20]4[CH2:25][CH2:24][C@H:23]([NH2:26])[CH2:22][CH2:21]4)[CH2:14][CH2:13]3)[C:6]=2[CH2:5][CH2:4]1.[O:27]1[CH2:32][CH2:31][CH:30]([CH2:33][C:34](O)=[O:35])[CH2:29][CH2:28]1, predict the reaction product. The product is: [O:3]1[C:7]2[CH:8]=[CH:9][CH:10]=[C:11]([CH:12]3[CH2:17][CH2:16][N:15]([CH2:18][CH2:19][C@H:20]4[CH2:21][CH2:22][C@H:23]([NH:26][C:34](=[O:35])[CH2:33][CH:30]5[CH2:31][CH2:32][O:27][CH2:28][CH2:29]5)[CH2:24][CH2:25]4)[CH2:14][CH2:13]3)[C:6]=2[CH2:5][CH2:4]1. (2) Given the reactants [CH2:1]([N:8]([CH2:21][CH2:22][O:23][CH2:24][C:25]1[CH:30]=[CH:29][CH:28]=[CH:27][CH:26]=1)[CH2:9][C@@H:10]([C:12]1[CH:17]=[CH:16][CH:15]=[C:14]([N+:18]([O-:20])=[O:19])[CH:13]=1)[OH:11])[C:2]1[CH:7]=[CH:6][CH:5]=[CH:4][CH:3]=1.N1C=CN=C1.Cl[Si:37]([CH2:42][CH3:43])([CH2:40][CH3:41])[CH2:38][CH3:39].O, predict the reaction product. The product is: [CH2:1]([N:8]([CH2:21][CH2:22][O:23][CH2:24][C:25]1[CH:26]=[CH:27][CH:28]=[CH:29][CH:30]=1)[CH2:9][C@@H:10]([C:12]1[CH:17]=[CH:16][CH:15]=[C:14]([N+:18]([O-:20])=[O:19])[CH:13]=1)[O:11][Si:37]([CH2:42][CH3:43])([CH2:40][CH3:41])[CH2:38][CH3:39])[C:2]1[CH:3]=[CH:4][CH:5]=[CH:6][CH:7]=1. (3) Given the reactants C(OC([N:8]1[CH2:12][CH2:11][CH2:10][C@H:9]1[C:13]1[NH:14][CH:15]=[C:16]([C:18]2[CH:19]=[C:20]([CH:45]=[CH:46][CH:47]=2)[O:21][C:22]2[CH:27]=[CH:26][C:25]([C:28]3[NH:32][C:31]([C@@H:33]4[CH2:37][CH2:36][CH2:35][N:34]4C(OC(C)(C)C)=O)=[N:30][CH:29]=3)=[CH:24][CH:23]=2)[N:17]=1)=O)(C)(C)C.[ClH:48], predict the reaction product. The product is: [ClH:48].[NH:34]1[CH2:35][CH2:36][CH2:37][C@H:33]1[C:31]1[NH:32][C:28]([C:25]2[CH:26]=[CH:27][C:22]([O:21][C:20]3[CH:45]=[CH:46][CH:47]=[C:18]([C:16]4[N:17]=[C:13]([C@@H:9]5[CH2:10][CH2:11][CH2:12][NH:8]5)[NH:14][CH:15]=4)[CH:19]=3)=[CH:23][CH:24]=2)=[CH:29][N:30]=1.